From a dataset of Reaction yield outcomes from USPTO patents with 853,638 reactions. Predict the reaction yield, written as a fraction of the theoretical maximum amount of product (1.0 means a 100% yield; for example, 0.34 means a 34% yield). (1) The reactants are [C:1]([C:5]1[CH:23]=[CH:22][C:8]([C:9]([NH:11][C:12]2[N:13]=[C:14]3[CH:19]=[CH:18][C:17](Cl)=[N:16][N:15]3[CH:21]=2)=[O:10])=[CH:7][CH:6]=1)([CH3:4])([CH3:3])[CH3:2].[Br:24][C:25]1[N:26]=[CH:27][NH:28][CH:29]=1.C(=O)([O-])[O-].[K+].[K+]. No catalyst specified. The product is [Br:24][C:25]1[N:26]=[CH:27][N:28]([C:17]2[CH:18]=[CH:19][C:14]3[N:15]([CH:21]=[C:12]([NH:11][C:9](=[O:10])[C:8]4[CH:22]=[CH:23][C:5]([C:1]([CH3:4])([CH3:3])[CH3:2])=[CH:6][CH:7]=4)[N:13]=3)[N:16]=2)[CH:29]=1. The yield is 0.270. (2) The reactants are [Br:1][C:2]1[CH:3]=[C:4]([C:9]2[N:13]([CH3:14])[N:12]=[C:11]([C:15](=O)[CH3:16])[C:10]=2[OH:18])[CH:5]=[CH:6][C:7]=1[F:8].[NH:19]([C:21]([NH:23][C:24]1[CH:32]=[CH:31][C:27]([C:28]([OH:30])=[O:29])=[CH:26][CH:25]=1)=[S:22])[NH2:20].CN(C)C=O. The catalyst is Cl.O. The product is [Br:1][C:2]1[CH:3]=[C:4]([C:9]2[N:13]([CH3:14])[N:12]=[C:11]([C:15](=[N:20][NH:19][C:21]([NH:23][C:24]3[CH:32]=[CH:31][C:27]([C:28]([OH:30])=[O:29])=[CH:26][CH:25]=3)=[S:22])[CH3:16])[C:10]=2[OH:18])[CH:5]=[CH:6][C:7]=1[F:8]. The yield is 0.740. (3) The catalyst is CN(C=O)C.[OH-].[OH-].[Pd+2].C(OCC)(=O)C.[Pd]. The product is [CH3:1][O:2][C:3](=[O:44])[CH2:4][C:5]1[CH:10]=[CH:9][CH:8]=[CH:7][C:6]=1[CH2:11][CH2:12][C:13]1[C:18]([C:19]([F:21])([F:22])[F:20])=[CH:17][N:16]=[C:15]([NH:23][C:24]2[CH:43]=[CH:42][C:27]([CH2:28][N:29]3[CH2:30][CH2:31][N:32]([C:35]([O:37][C:38]([CH3:41])([CH3:40])[CH3:39])=[O:36])[CH2:33][CH2:34]3)=[CH:26][CH:25]=2)[N:14]=1. The yield is 0.660. The reactants are [CH3:1][O:2][C:3](=[O:44])[CH2:4][C:5]1[CH:10]=[CH:9][CH:8]=[CH:7][C:6]=1[C:11]#[C:12][C:13]1[C:18]([C:19]([F:22])([F:21])[F:20])=[CH:17][N:16]=[C:15]([NH:23][C:24]2[CH:43]=[CH:42][C:27]([CH2:28][N:29]3[CH2:34][CH2:33][N:32]([C:35]([O:37][C:38]([CH3:41])([CH3:40])[CH3:39])=[O:36])[CH2:31][CH2:30]3)=[CH:26][CH:25]=2)[N:14]=1.C(N(CC)CC)C. (4) The reactants are Br[C:2]1[N:3]([CH2:9][O:10][CH2:11][CH2:12][Si:13]([CH3:16])([CH3:15])[CH3:14])[CH:4]=[C:5]([C:7]#[N:8])[N:6]=1.C([Mg]Cl)(C)C.C([C:24]([O:26][CH2:27][CH3:28])=[O:25])#N. The catalyst is O1CCCC1. The product is [CH2:27]([O:26][C:24]([C:2]1[N:3]([CH2:9][O:10][CH2:11][CH2:12][Si:13]([CH3:16])([CH3:15])[CH3:14])[CH:4]=[C:5]([C:7]#[N:8])[N:6]=1)=[O:25])[CH3:28]. The yield is 0.740. (5) The reactants are [CH:1]1([C:6]2[C:10]([N+:11]([O-])=O)=[C:9]([C:14]([NH2:16])=[O:15])[O:8][N:7]=2)[CH2:5][CH2:4][CH2:3][CH2:2]1.[Cl-].[NH4+]. The catalyst is O.[Zn]. The product is [NH2:11][C:10]1[C:6]([CH:1]2[CH2:2][CH2:3][CH2:4][CH2:5]2)=[N:7][O:8][C:9]=1[C:14]([NH2:16])=[O:15]. The yield is 0.700. (6) The reactants are [N+:1]([C:4]1[CH:5]=[C:6]2[C:10](=[CH:11][CH:12]=1)[NH:9][C:8]([C:13]1[CH:18]=[CH:17][CH:16]=[CH:15][N:14]=1)=[CH:7]2)([O-])=O.O. The catalyst is CCO. The product is [N:14]1[CH:15]=[CH:16][CH:17]=[CH:18][C:13]=1[C:8]1[NH:9][C:10]2[C:6]([CH:7]=1)=[CH:5][C:4]([NH2:1])=[CH:12][CH:11]=2. The yield is 0.200. (7) The reactants are [N:1]([CH2:4][C@@H:5]([N:14](C)[C:15](=[O:21])[O:16][C:17]([CH3:20])([CH3:19])[CH3:18])[CH2:6][C@@H:7]1[CH2:13][CH2:12][CH2:11][CH2:10][O:9][CH2:8]1)=[N+]=[N-]. The yield is 0.960. The catalyst is CO.[Pd]. The product is [NH2:1][CH2:4][C@@H:5]([NH:14][C:15](=[O:21])[O:16][C:17]([CH3:19])([CH3:18])[CH3:20])[CH2:6][C@@H:7]1[CH2:13][CH2:12][CH2:11][CH2:10][O:9][CH2:8]1. (8) The reactants are ClC(=O)C(OC)=O.[C:8]([O:12][C:13]([N:15]1[CH2:20][CH2:19][C:18]([C:22]2[CH:27]=[CH:26][CH:25]=[CH:24][C:23]=2[S:28][C:29]2[CH:34]=[CH:33][C:32]([CH3:35])=[CH:31][CH:30]=2)(O)[CH2:17][CH2:16]1)=[O:14])([CH3:11])([CH3:10])[CH3:9].CCCC[SnH](CCCC)CCCC.CC(N=NC(C#N)(C)C)(C#N)C. The product is [C:8]([O:12][C:13]([N:15]1[CH2:20][CH2:19][CH:18]([C:22]2[CH:27]=[CH:26][CH:25]=[CH:24][C:23]=2[S:28][C:29]2[CH:34]=[CH:33][C:32]([CH3:35])=[CH:31][CH:30]=2)[CH2:17][CH2:16]1)=[O:14])([CH3:11])([CH3:10])[CH3:9]. The yield is 0.670. The catalyst is CN(C)C1C=CN=CC=1.C(OCC)(=O)C.C(Cl)(Cl)Cl.CC#N. (9) The reactants are [C:1]([OH:5])([CH3:4])([CH3:3])[CH3:2].[Br:6][C:7]1[N:11]2[CH:12]=[C:13](C(O)=O)[N:14]=[C:15]([S:16][CH3:17])[C:10]2=[N:9][CH:8]=1.C([N:23]([CH2:26]C)CC)C.C1C=CC(P(N=[N+]=[N-])(C2C=CC=CC=2)=[O:35])=CC=1. The catalyst is C(OCC)(=O)C.O. The product is [Br:6][C:7]1[N:11]2[CH:12]=[C:13]([NH:23][C:26](=[O:35])[O:5][C:1]([CH3:4])([CH3:3])[CH3:2])[N:14]=[C:15]([S:16][CH3:17])[C:10]2=[N:9][CH:8]=1. The yield is 0.260.